Dataset: Catalyst prediction with 721,799 reactions and 888 catalyst types from USPTO. Task: Predict which catalyst facilitates the given reaction. (1) The catalyst class is: 3. Reactant: [OH:1][C:2]1[CH:9]=[C:8]([C:10]([F:13])([F:12])[F:11])[CH:7]=[CH:6][C:3]=1[CH:4]=[O:5].[CH2:14](Br)[C:15]1[CH:20]=[CH:19][CH:18]=[CH:17][CH:16]=1.C(=O)([O-])[O-].[K+].[K+]. Product: [CH2:14]([O:1][C:2]1[CH:9]=[C:8]([C:10]([F:11])([F:12])[F:13])[CH:7]=[CH:6][C:3]=1[CH:4]=[O:5])[C:15]1[CH:20]=[CH:19][CH:18]=[CH:17][CH:16]=1. (2) Reactant: [S:1](Cl)(Cl)=[O:2].[OH:5][CH:6]([CH3:17])[CH2:7][CH2:8][NH:9][C:10](=[O:16])[O:11][C:12]([CH3:15])([CH3:14])[CH3:13].N1C=CC=CC=1.C(OCC)(=O)C. Product: [CH3:17][CH:6]1[O:5][S:1](=[O:2])[N:9]([C:10]([O:11][C:12]([CH3:13])([CH3:15])[CH3:14])=[O:16])[CH2:8][CH2:7]1. The catalyst class is: 599. (3) Reactant: [OH:1][C:2]1([CH2:18][N:19]2[C:24](=[O:25])[C:23]3[CH:26]=[N:27][N:28]([CH3:29])[C:22]=3[N:21]=[CH:20]2)[CH2:7][CH2:6][N:5]([C:8](=[O:17])[C:9]2[CH:14]=[CH:13][C:12]([CH2:15][OH:16])=[CH:11][CH:10]=2)[CH2:4][CH2:3]1.O[C:31]1[CH:38]=[CH:37][C:34]([C:35]#[N:36])=[CH:33][CH:32]=1.C1(P(C2C=CC=CC=2)C2C=CC=CC=2)C=CC=CC=1.N(C(OC(C)C)=O)=NC(OC(C)C)=O. Product: [OH:1][C:2]1([CH2:18][N:19]2[C:24](=[O:25])[C:23]3[CH:26]=[N:27][N:28]([CH3:29])[C:22]=3[N:21]=[CH:20]2)[CH2:3][CH2:4][N:5]([C:8]([C:9]2[CH:10]=[CH:11][C:12]([CH2:15][O:16][C:31]3[CH:38]=[CH:37][C:34]([C:35]#[N:36])=[CH:33][CH:32]=3)=[CH:13][CH:14]=2)=[O:17])[CH2:6][CH2:7]1. The catalyst class is: 54. (4) Reactant: [Cl:1][C:2]1[CH:7]=[CH:6][CH:5]=[C:4]([Cl:8])[C:3]=1[C:9]1[NH:10][C:11]2[CH:17]=[C:16]([C:18]([OH:20])=O)[CH:15]=[CH:14][C:12]=2[N:13]=1.CN(C=O)C.C(Cl)[Cl:27]. Product: [ClH:1].[Cl:1][C:2]1[CH:7]=[CH:6][CH:5]=[C:4]([Cl:8])[C:3]=1[C:9]1[NH:10][C:11]2[CH:17]=[C:16]([C:18]([Cl:27])=[O:20])[CH:15]=[CH:14][C:12]=2[N:13]=1. The catalyst class is: 309. (5) Reactant: [C:1]([OH:11])(=O)[C:2]1[CH:7]=[CH:6][C:5]([O:8][CH3:9])=[CH:4][CH:3]=1.CN(C(ON1N=NC2C=CC=NC1=2)=[N+](C)C)C.F[P-](F)(F)(F)(F)F.C(N(C(C)C)C(C)C)C.[O:45]1[CH2:50][CH2:49][O:48][CH2:47][CH:46]1[C:51]1[C:59]2[S:58][C:57]([NH2:60])=[N:56][C:55]=2[C:54]([O:61][CH3:62])=[CH:53][CH:52]=1. Product: [O:45]1[CH2:50][CH2:49][O:48][CH2:47][CH:46]1[C:51]1[C:59]2[S:58][C:57]([NH:60][C:1](=[O:11])[C:2]3[CH:3]=[CH:4][C:5]([O:8][CH3:9])=[CH:6][CH:7]=3)=[N:56][C:55]=2[C:54]([O:61][CH3:62])=[CH:53][CH:52]=1. The catalyst class is: 396.